This data is from Peptide-MHC class I binding affinity with 185,985 pairs from IEDB/IMGT. The task is: Regression. Given a peptide amino acid sequence and an MHC pseudo amino acid sequence, predict their binding affinity value. This is MHC class I binding data. (1) The MHC is HLA-A02:03 with pseudo-sequence HLA-A02:03. The peptide sequence is EMREQHDAQV. The binding affinity (normalized) is 0.235. (2) The peptide sequence is FYHISTGGY. The MHC is HLA-A68:02 with pseudo-sequence HLA-A68:02. The binding affinity (normalized) is 0.0847.